This data is from Forward reaction prediction with 1.9M reactions from USPTO patents (1976-2016). The task is: Predict the product of the given reaction. Given the reactants [CH3:1][N:2]1[CH2:7][CH2:6][N:5]([CH2:8][CH2:9][O:10][C:11]2[CH:16]=[CH:15][N:14]3[C:17]([C:20]([O-])=[O:21])=[CH:18][N:19]=[C:13]3[CH:12]=2)[CH2:4][CH2:3]1.[Li+].ClC1C=C(Cl)C=C(Cl)C=1C(Cl)=O.[CH:36]([C:39]1[N:44]=[C:43]([CH2:45][N:46]2[C:54]3[CH:53]=[CH:52][CH:51]=[C:50]([NH2:55])[C:49]=3[CH:48]=[N:47]2)[CH:42]=[CH:41][CH:40]=1)([CH3:38])[CH3:37].[OH-].[Na+].[NH4+].[Cl-], predict the reaction product. The product is: [CH:36]([C:39]1[N:44]=[C:43]([CH2:45][N:46]2[C:54]3[C:49](=[C:50]([NH:55][C:20]([C:17]4[N:14]5[CH:15]=[CH:16][C:11]([O:10][CH2:9][CH2:8][N:5]6[CH2:4][CH2:3][N:2]([CH3:1])[CH2:7][CH2:6]6)=[CH:12][C:13]5=[N:19][CH:18]=4)=[O:21])[CH:51]=[CH:52][CH:53]=3)[CH:48]=[N:47]2)[CH:42]=[CH:41][CH:40]=1)([CH3:38])[CH3:37].